Task: Regression. Given a peptide amino acid sequence and an MHC pseudo amino acid sequence, predict their binding affinity value. This is MHC class II binding data.. Dataset: Peptide-MHC class II binding affinity with 134,281 pairs from IEDB (1) The peptide sequence is VRNCDLPVWLSWQVA. The binding affinity (normalized) is 0. The MHC is DRB3_0101 with pseudo-sequence DRB3_0101. (2) The peptide sequence is RLLVLDAVALERWPG. The MHC is DRB1_0301 with pseudo-sequence DRB1_0301. The binding affinity (normalized) is 0.607. (3) The peptide sequence is QDHQEEICEVVLAKS. The MHC is HLA-DPA10301-DPB10402 with pseudo-sequence HLA-DPA10301-DPB10402. The binding affinity (normalized) is 0.497. (4) The peptide sequence is KPAAAATATATSAVG. The MHC is HLA-DQA10101-DQB10501 with pseudo-sequence HLA-DQA10101-DQB10501. The binding affinity (normalized) is 0. (5) The peptide sequence is TQCMNIMESIPANTI. The MHC is DRB1_0901 with pseudo-sequence DRB1_0901. The binding affinity (normalized) is 0.643. (6) The peptide sequence is RTLILLMLTNPTKRN. The MHC is DRB1_0401 with pseudo-sequence DRB1_0401. The binding affinity (normalized) is 0.711. (7) The peptide sequence is RLVEGVLAEIDDVCL. The MHC is DRB1_1501 with pseudo-sequence DRB1_1501. The binding affinity (normalized) is 0.0914.